From a dataset of Forward reaction prediction with 1.9M reactions from USPTO patents (1976-2016). Predict the product of the given reaction. (1) Given the reactants [CH3:1][C:2]1[CH:7]=[CH:6][C:5]([C:8]2[CH:13]=[C:12]([C:14](=[O:24])[NH:15][CH2:16][C:17]3[CH:18]=[N:19][C:20]([CH3:23])=[CH:21][CH:22]=3)[CH:11]=[C:10]([C:25](O)=[O:26])[CH:9]=2)=[CH:4][CH:3]=1.[CH3:28][NH:29][CH2:30][C:31]1[CH:36]=[CH:35][N:34]=[CH:33][CH:32]=1.F[P-](F)(F)(F)(F)F.C[N+](C)=C(N(C)C)ON1C2N=CC=CC=2N=N1.C(N(CC)C(C)C)(C)C, predict the reaction product. The product is: [CH3:28][N:29]([CH2:30][C:31]1[CH:36]=[CH:35][N:34]=[CH:33][CH:32]=1)[C:25]([C:10]1[CH:9]=[C:8]([C:5]2[CH:4]=[CH:3][C:2]([CH3:1])=[CH:7][CH:6]=2)[CH:13]=[C:12]([C:14]([NH:15][CH2:16][C:17]2[CH:18]=[N:19][C:20]([CH3:23])=[CH:21][CH:22]=2)=[O:24])[CH:11]=1)=[O:26]. (2) Given the reactants [NH2:1][CH:2]([CH:14]([CH3:17])[CH2:15][CH3:16])[C:3]([NH:5][CH2:6][CH2:7][N:8]1[CH2:13][CH2:12][O:11][CH2:10][CH2:9]1)=[O:4].O.O.[CH2:20]([S:26]([OH:29])(=[O:28])=[O:27])[CH2:21][S:22]([OH:25])(=[O:24])=[O:23], predict the reaction product. The product is: [S:22]([CH2:21][CH2:20][S:26]([OH:29])(=[O:28])=[O:27])([OH:25])(=[O:24])=[O:23].[NH2:1][CH:2]([CH:14]([CH3:17])[CH2:15][CH3:16])[C:3]([NH:5][CH2:6][CH2:7][N:8]1[CH2:13][CH2:12][O:11][CH2:10][CH2:9]1)=[O:4]. (3) Given the reactants [OH:1][CH:2]([C:6]1[CH:11]=[CH:10][C:9]([C:12]2[N:16]=[C:15]([C:17]3[O:21][N:20]=[C:19]([C:22]4[CH:27]=[CH:26][CH:25]=[CH:24][CH:23]=4)[C:18]=3[C:28]([F:31])([F:30])[F:29])[O:14][N:13]=2)=[CH:8][CH:7]=1)[C:3]([OH:5])=O.CN1CCOCC1.[S:39]1[CH:43]=[C:42]([CH2:44][CH2:45][NH2:46])[N:41]=[CH:40]1.F[P-](F)(F)(F)(F)F.N1(O[P+](N(C)C)(N(C)C)N(C)C)C2C=CC=CC=2N=N1, predict the reaction product. The product is: [OH:1][CH:2]([C:6]1[CH:7]=[CH:8][C:9]([C:12]2[N:16]=[C:15]([C:17]3[O:21][N:20]=[C:19]([C:22]4[CH:23]=[CH:24][CH:25]=[CH:26][CH:27]=4)[C:18]=3[C:28]([F:31])([F:30])[F:29])[O:14][N:13]=2)=[CH:10][CH:11]=1)[C:3]([NH:46][CH2:45][CH2:44][C:42]1[N:41]=[CH:40][S:39][CH:43]=1)=[O:5]. (4) Given the reactants O=[C:2]1[CH2:6][S:5][CH2:4][CH:3]1[C:7]#[N:8].Cl.[C:10]1([NH:16][NH2:17])[CH:15]=[CH:14][CH:13]=[CH:12][CH:11]=1, predict the reaction product. The product is: [C:10]1([N:16]2[C:7]([NH2:8])=[C:3]3[CH2:4][S:5][CH2:6][C:2]3=[N:17]2)[CH:15]=[CH:14][CH:13]=[CH:12][CH:11]=1. (5) Given the reactants CS([C:5]1[N:10]=[C:9]([O:11][CH2:12][C:13]2[CH:18]=[CH:17][C:16]([F:19])=[C:15]([F:20])[CH:14]=2)[C:8]([C:21]2[CH:26]=[CH:25][C:24]([Cl:27])=[CH:23][CH:22]=2)=[C:7]([C:28]2[CH:33]=[CH:32][C:31]([Cl:34])=[CH:30][C:29]=2[Cl:35])[N:6]=1)(=O)=O.[CH2:36]([NH:38][CH2:39][CH3:40])[CH3:37], predict the reaction product. The product is: [CH2:36]([N:38]([C:5]1[N:10]=[C:9]([O:11][CH2:12][C:13]2[CH:18]=[CH:17][C:16]([F:19])=[C:15]([F:20])[CH:14]=2)[C:8]([C:21]2[CH:26]=[CH:25][C:24]([Cl:27])=[CH:23][CH:22]=2)=[C:7]([C:28]2[CH:33]=[CH:32][C:31]([Cl:34])=[CH:30][C:29]=2[Cl:35])[N:6]=1)[CH2:39][CH3:40])[CH3:37]. (6) Given the reactants [CH2:1]([C:5]1=[CH:6][N:7]([C:24]([CH3:27])([CH3:26])[CH3:25])[S:8]/[C:9]/1=[N:10]\[C:11]([C@:13]1([CH3:23])[CH2:17][CH2:16][C@H:15]([C:18]([OH:20])=O)[C:14]1([CH3:22])[CH3:21])=[O:12])[CH2:2][CH2:3][CH3:4].Cl.[CH3:29][NH:30][CH3:31], predict the reaction product. The product is: [CH2:1]([C:5]1=[CH:6][N:7]([C:24]([CH3:27])([CH3:26])[CH3:25])[S:8]/[C:9]/1=[N:10]\[C:11]([C@:13]1([CH3:23])[CH2:17][CH2:16][C@H:15]([C:18]([N:30]([CH3:31])[CH3:29])=[O:20])[C:14]1([CH3:21])[CH3:22])=[O:12])[CH2:2][CH2:3][CH3:4].